Dataset: Reaction yield outcomes from USPTO patents with 853,638 reactions. Task: Predict the reaction yield, written as a fraction of the theoretical maximum amount of product (1.0 means a 100% yield; for example, 0.34 means a 34% yield). (1) The reactants are C(N(CC)CC)C.[CH2:8]([NH2:15])[C:9]1[CH:14]=[CH:13][CH:12]=[CH:11][CH:10]=1.[CH:16]1([C:19]2[N:24]=[C:23](Cl)[C:22]([Cl:26])=[C:21]([C:27]([O:29][CH3:30])=[O:28])[N:20]=2)[CH2:18][CH2:17]1. The catalyst is ClCCl. The product is [Cl:26][C:22]1[C:23]([NH:15][CH2:8][C:9]2[CH:14]=[CH:13][CH:12]=[CH:11][CH:10]=2)=[N:24][C:19]([CH:16]2[CH2:18][CH2:17]2)=[N:20][C:21]=1[C:27]([O:29][CH3:30])=[O:28]. The yield is 0.210. (2) The reactants are [S:1]1[C:5]2[C:6]3[CH:14]=[CH:13][C:12]([C:15]#[N:16])=[CH:11][C:7]=3[O:8][CH2:9][CH2:10][C:4]=2[CH:3]=[CH:2]1.C1C(=O)N([Br:24])C(=O)C1. The catalyst is CN(C=O)C.CCOC(C)=O. The product is [Br:24][C:2]1[S:1][C:5]2[C:6]3[CH:14]=[CH:13][C:12]([C:15]#[N:16])=[CH:11][C:7]=3[O:8][CH2:9][CH2:10][C:4]=2[CH:3]=1. The yield is 0.620. (3) The reactants are [OH:1][C:2]1[CH:10]=[CH:9][CH:8]=[C:7]2[C:3]=1[CH2:4][CH2:5][C:6]2=[O:11].C(N(CC)CC)C.[C:19]([Si:23]([CH3:26])([CH3:25])Cl)([CH3:22])([CH3:21])[CH3:20].O. The catalyst is CN(C=O)C. The product is [O:1]([C:2]1[CH:10]=[CH:9][CH:8]=[C:7]2[C:3]=1[CH2:4][CH2:5][C:6]2=[O:11])[Si:23]([C:19]([CH3:22])([CH3:21])[CH3:20])([CH3:26])[CH3:25]. The yield is 0.827. (4) The reactants are [CH3:1][C:2](C)([O-])[CH3:3].[K+].[Br:7][C:8]1[CH:9]=[CH:10][C:11](=[O:14])[NH:12][CH:13]=1.C(=O)([O-])[O-].[K+].[K+].BrC(C)C. The catalyst is COCCOC. The product is [Br:7][C:8]1[CH:9]=[CH:10][C:11](=[O:14])[N:12]([CH:2]([CH3:3])[CH3:1])[CH:13]=1. The yield is 0.620.